Dataset: Full USPTO retrosynthesis dataset with 1.9M reactions from patents (1976-2016). Task: Predict the reactants needed to synthesize the given product. (1) The reactants are: [NH2:1][C:2]1[N:6]2[CH:7]=[CH:8][CH:9]=[C:10]([O:11][CH2:12][CH2:13][CH2:14][C:15]3[CH:20]=[CH:19][C:18]([Cl:21])=[CH:17][C:16]=3[Cl:22])[C:5]2=[N:4][C:3]=1[CH3:23].[C:24](Cl)(=[O:26])[CH3:25].O.C(=O)(O)[O-].[Na+]. Given the product [ClH:21].[C:24]([NH:1][C:2]1[N:6]2[CH:7]=[CH:8][CH:9]=[C:10]([O:11][CH2:12][CH2:13][CH2:14][C:15]3[CH:20]=[CH:19][C:18]([Cl:21])=[CH:17][C:16]=3[Cl:22])[C:5]2=[N:4][C:3]=1[CH3:23])(=[O:26])[CH3:25], predict the reactants needed to synthesize it. (2) Given the product [CH3:8][C:5]1([CH3:9])[C:4](=[O:10])[CH:3]=[C:2]([N:11]2[CH:15]=[CH:14][N:13]=[N:12]2)[CH2:7][CH2:6]1.[CH3:8][C:5]1([CH3:9])[C:4](=[O:10])[CH:3]=[C:2]([N:12]2[N:13]=[CH:14][CH:15]=[N:11]2)[CH2:7][CH2:6]1, predict the reactants needed to synthesize it. The reactants are: Cl[C:2]1[CH2:7][CH2:6][C:5]([CH3:9])([CH3:8])[C:4](=[O:10])[CH:3]=1.[NH:11]1[CH:15]=[CH:14][N:13]=[N:12]1. (3) Given the product [CH3:1][C:2]1[O:6][N:5]=[C:4]([CH2:7][N:8]2[C:16]3[C:11](=[CH:12][CH:13]=[CH:14][CH:15]=3)[C:10]([C:17]([OH:19])=[O:18])=[N:9]2)[CH:3]=1, predict the reactants needed to synthesize it. The reactants are: [CH3:1][C:2]1[O:6][N:5]=[C:4]([CH2:7][N:8]2[C:16]3[C:11](=[CH:12][CH:13]=[CH:14][CH:15]=3)[C:10]([C:17]([O:19]C)=[O:18])=[N:9]2)[CH:3]=1.[OH-].[Na+]. (4) Given the product [CH3:7][C:8]1[C:12]([C:13]([N:25]2[C:21]3([C:26]4[CH:33]=[CH:32][C:29]([C:30]#[N:31])=[CH:28][CH:27]=4)[CH2:20][N:19]4[CH:34]=[CH:35][CH:36]=[C:18]4[C:17](=[O:16])[N:22]3[CH2:23][CH2:24]2)=[O:15])=[CH:11][O:10][N:9]=1, predict the reactants needed to synthesize it. The reactants are: C(Cl)(=O)C(Cl)=O.[CH3:7][C:8]1[C:12]([C:13]([OH:15])=O)=[CH:11][O:10][N:9]=1.[O:16]=[C:17]1[N:22]2[CH2:23][CH2:24][NH:25][C:21]2([C:26]2[CH:33]=[CH:32][C:29]([C:30]#[N:31])=[CH:28][CH:27]=2)[CH2:20][N:19]2[CH:34]=[CH:35][CH:36]=[C:18]12.C([O-])(O)=O.[Na+]. (5) Given the product [Br:1][C:2]1[CH:7]=[C:6]([F:8])[CH:5]=[CH:4][C:3]=1[CH:9]1[CH2:10][C:11](=[O:16])[C:12](=[C:17]([OH:19])[CH3:18])[C:13](=[O:15])[CH2:14]1, predict the reactants needed to synthesize it. The reactants are: [Br:1][C:2]1[CH:7]=[C:6]([F:8])[CH:5]=[CH:4][C:3]=1[CH:9]1[CH2:14][C:13](=[O:15])[CH:12]=[C:11]([OH:16])[CH2:10]1.[C:17](OC(=O)C)(=[O:19])[CH3:18].CCN(CC)CC.